From a dataset of Forward reaction prediction with 1.9M reactions from USPTO patents (1976-2016). Predict the product of the given reaction. (1) Given the reactants C([O:3][C:4](=[O:17])[CH:5]([NH:12][C:13]([O:15][CH3:16])=[O:14])[C:6]1[CH:11]=[CH:10][CH:9]=[CH:8][N:7]=1)C.[Li+].[OH-], predict the reaction product. The product is: [CH3:16][O:15][C:13]([NH:12][CH:5]([C:6]1[CH:11]=[CH:10][CH:9]=[CH:8][N:7]=1)[C:4]([OH:17])=[O:3])=[O:14]. (2) The product is: [CH3:1][S:2]([C:5]1[CH:6]=[CH:7][C:8]([CH:11]([C:19]2[NH:27][C:22]3=[N:23][CH:24]=[CH:25][CH:26]=[C:21]3[CH:20]=2)[CH2:12][CH:13]2[CH2:14][CH2:15][O:16][CH2:17][CH2:18]2)=[CH:9][CH:10]=1)(=[O:3])=[O:4]. Given the reactants [CH3:1][S:2]([C:5]1[CH:10]=[CH:9][C:8]([C:11]([C:19]2[NH:27][C:22]3=[N:23][CH:24]=[CH:25][CH:26]=[C:21]3[CH:20]=2)=[CH:12][CH:13]2[CH2:18][CH2:17][O:16][CH2:15][CH2:14]2)=[CH:7][CH:6]=1)(=[O:4])=[O:3], predict the reaction product. (3) Given the reactants [Si](O[C@@H]1[C@@]2(C)C(=CC=C3[C@@H]2CC[C@@]2(C)[C@H]3CC=C2[C@@H](O)C)C[C@@H](O[Si](C(C)(C)C)(C)C)C1)(C(C)(C)C)(C)C.CC(C)([O-])C.[K+].C1OCCOC2C(=CC=CC=2)OCCOCCOC2C(=CC=CC=2)OC1.O1[C@@H](C(C)C)C1.[Si]([O:84][C@@H:85]1[C@@:110]2([CH3:111])[C:89](=[CH:90][CH:91]=[C:92]3[C@@H:109]2[CH2:108][CH2:107][C@@:106]2([CH3:112])[C@H:93]3[CH2:94][CH:95]=[C:96]2[C@@H:97]([O:99][CH2:100][C@@H:101]([OH:105])[CH:102]([CH3:104])[CH3:103])[CH3:98])[CH2:88][C@@H:87]([O:113][Si](C(C)(C)C)(C)C)[CH2:86]1)(C(C)(C)C)(C)C.[F-].C([N+](CCCC)(CCCC)CCCC)CCC, predict the reaction product. The product is: [OH:84][C@@H:85]1[C@@:110]2([CH3:111])[C:89](=[CH:90][CH:91]=[C:92]3[C@@H:109]2[CH2:108][CH2:107][C@@:106]2([CH3:112])[C@H:93]3[CH2:94][CH:95]=[C:96]2[C@@H:97]([O:99][CH2:100][C@@H:101]([OH:105])[CH:102]([CH3:104])[CH3:103])[CH3:98])[CH2:88][C@@H:87]([OH:113])[CH2:86]1. (4) Given the reactants [C:1]([O:4][C@@H:5]([C@:16]12[CH2:51][C:50](=[O:52])[C:49]([CH:53]([CH3:55])[CH3:54])=[C:17]1[C@@H:18]1[C@@:31]([CH3:34])([CH2:32][CH2:33]2)[C@@:30]2([CH3:35])[C@@H:21]([C@:22]3([CH3:48])[C@@H:27]([CH2:28][CH2:29]2)[C:26]([CH3:37])([CH3:36])[C@@H:25]([O:38][C:39](=[O:47])[CH2:40][C:41]([CH3:46])([CH3:45])[C:42]([OH:44])=[O:43])[CH2:24][CH2:23]3)[CH2:20][CH2:19]1)[CH2:6][NH:7][CH2:8][C:9]1[CH:14]=[CH:13][C:12]([Cl:15])=[CH:11][CH:10]=1)(=[O:3])[CH3:2].C=O.[BH3-][C:59]#N.[Na+], predict the reaction product. The product is: [C:1]([O:4][C@@H:5]([C@:16]12[CH2:51][C:50](=[O:52])[C:49]([CH:53]([CH3:55])[CH3:54])=[C:17]1[C@@H:18]1[C@@:31]([CH3:34])([CH2:32][CH2:33]2)[C@@:30]2([CH3:35])[C@@H:21]([C@:22]3([CH3:48])[C@@H:27]([CH2:28][CH2:29]2)[C:26]([CH3:37])([CH3:36])[C@@H:25]([O:38][C:39](=[O:47])[CH2:40][C:41]([CH3:45])([CH3:46])[C:42]([OH:44])=[O:43])[CH2:24][CH2:23]3)[CH2:20][CH2:19]1)[CH2:6][N:7]([CH2:8][C:9]1[CH:10]=[CH:11][C:12]([Cl:15])=[CH:13][CH:14]=1)[CH3:59])(=[O:3])[CH3:2]. (5) Given the reactants [C:1]([C:4]1[CH:9]=[N:8][N:7]2[CH:10]=[C:11]([C:13]#[CH:14])[CH:12]=[C:6]2[C:5]=1[NH:15][C@H:16]1[C@@H:20]([CH2:21][CH3:22])[CH2:19][N:18]([C:23]([O:25][C:26]([CH3:29])([CH3:28])[CH3:27])=[O:24])[CH2:17]1)(=[O:3])[NH2:2].[N:30]([C:33]1[CH:38]=[CH:37][CH:36]=[CH:35][CH:34]=1)=[N+:31]=[N-:32], predict the reaction product. The product is: [C:1]([C:4]1[CH:9]=[N:8][N:7]2[CH:10]=[C:11]([C:13]3[N:32]=[N:31][N:30]([C:33]4[CH:38]=[CH:37][CH:36]=[CH:35][CH:34]=4)[CH:14]=3)[CH:12]=[C:6]2[C:5]=1[NH:15][C@H:16]1[C@@H:20]([CH2:21][CH3:22])[CH2:19][N:18]([C:23]([O:25][C:26]([CH3:28])([CH3:27])[CH3:29])=[O:24])[CH2:17]1)(=[O:3])[NH2:2].